This data is from Full USPTO retrosynthesis dataset with 1.9M reactions from patents (1976-2016). The task is: Predict the reactants needed to synthesize the given product. (1) Given the product [CH2:1]([N:8]1[CH2:9][CH:10]([C:16]2[CH:17]=[CH:18][C:19]([F:22])=[CH:20][CH:21]=2)[CH:11]([NH2:13])[CH2:12]1)[C:2]1[CH:3]=[CH:4][CH:5]=[CH:6][CH:7]=1, predict the reactants needed to synthesize it. The reactants are: [CH2:1]([N:8]1[CH2:12][CH:11]([N+:13]([O-])=O)[CH:10]([C:16]2[CH:21]=[CH:20][C:19]([F:22])=[CH:18][CH:17]=2)[CH2:9]1)[C:2]1[CH:7]=[CH:6][CH:5]=[CH:4][CH:3]=1. (2) Given the product [I:15][C:6]1[CH:7]=[CH:8][CH:9]=[C:10]([Si:11]([CH3:14])([CH3:13])[CH3:12])[C:5]=1[C:4]([NH:3][CH2:1][C:2]#[CH:17])=[O:16], predict the reactants needed to synthesize it. The reactants are: [CH2:1]([NH:3][C:4](=[O:16])[C:5]1[C:10]([Si:11]([CH3:14])([CH3:13])[CH3:12])=[CH:9][CH:8]=[CH:7][C:6]=1[I:15])[CH3:2].[CH2:17](N)C#C. (3) Given the product [ClH:16].[Cl:16][C:13]1[CH:14]=[CH:15][C:10]([C@@H:9]2[O:8][CH2:7][CH2:6][NH:5][CH2:4][C@H:3]2[CH2:2][NH:1][C:34](=[O:35])[CH2:33][O:32][C:27]2[CH:28]=[CH:29][CH:30]=[CH:31][N:26]=2)=[CH:11][C:12]=1[F:17], predict the reactants needed to synthesize it. The reactants are: [NH2:1][CH2:2][C@H:3]1[C@H:9]([C:10]2[CH:15]=[CH:14][C:13]([Cl:16])=[C:12]([F:17])[CH:11]=2)[O:8][CH2:7][CH2:6][N:5](C(OC(C)(C)C)=O)[CH2:4]1.Cl.[N:26]1[CH:31]=[CH:30][CH:29]=[CH:28][C:27]=1[O:32][CH2:33][C:34](O)=[O:35]. (4) Given the product [Br:13][C:6]1[S:5][C:4]([C:7]2[CH:8]=[N:9][CH:10]=[CH:11][CH:12]=2)=[N:3][C:2]=1[Cl:1], predict the reactants needed to synthesize it. The reactants are: [Cl:1][C:2]1[N:3]=[C:4]([C:7]2[CH:8]=[N:9][CH:10]=[CH:11][CH:12]=2)[S:5][CH:6]=1.[Br:13]Br. (5) Given the product [CH3:1][O:2][CH2:3][CH2:4][C:5]1[CH:20]=[CH:19][C:8]([O:9]/[CH:10]=[CH:11]\[C:12]([OH:14])=[O:13])=[CH:7][CH:6]=1, predict the reactants needed to synthesize it. The reactants are: [CH3:1][O:2][CH2:3][CH2:4][C:5]1[CH:20]=[CH:19][C:8]([O:9]/[CH:10]=[CH:11]\[C:12]([O:14]C(C)(C)C)=[O:13])=[CH:7][CH:6]=1.Cl.